From a dataset of Reaction yield outcomes from USPTO patents with 853,638 reactions. Predict the reaction yield, written as a fraction of the theoretical maximum amount of product (1.0 means a 100% yield; for example, 0.34 means a 34% yield). (1) The reactants are [C:1](Cl)(=[O:4])[CH:2]=[CH2:3].[CH2:6]([O:8][C:9](=[O:17])[C:10]1[CH:15]=[CH:14][C:13]([NH2:16])=[CH:12][CH:11]=1)[CH3:7].C(N(CC)CC)C. The catalyst is ClCCl. The product is [CH2:6]([O:8][C:9](=[O:17])[C:10]1[CH:15]=[CH:14][C:13]([NH:16][C:1](=[O:4])[CH:2]=[CH2:3])=[CH:12][CH:11]=1)[CH3:7]. The yield is 0.760. (2) The reactants are [C:1]([C:3]1[CH:8]=[CH:7][C:6]([CH:9]([CH3:15])[C:10]([O:12]CC)=[O:11])=[CH:5][C:4]=1[O:16][CH3:17])#[N:2].O1CCCC1.O.[OH-].[Na+]. The catalyst is C(OCC)(=O)C.C(O)(=O)C. The product is [C:1]([C:3]1[CH:8]=[CH:7][C:6]([CH:9]([CH3:15])[C:10]([OH:12])=[O:11])=[CH:5][C:4]=1[O:16][CH3:17])#[N:2]. The yield is 0.960. (3) The product is [CH3:32][O:31][C:30]1[CH:7]=[CH:6][C:5]([C:2]2[C:10]3[C:5](=[CH:6][CH:7]=[C:8]([C:11]#[N:12])[CH:9]=3)[N:4]([CH:13]3[CH2:18][CH2:17][CH2:16][CH2:15][O:14]3)[N:3]=2)=[CH:10][CH:29]=1. The catalyst is C(Cl)Cl.C1(P(C2C=CC=CC=2)[C-]2C=CC=C2)C=CC=CC=1.[C-]1(P(C2C=CC=CC=2)C2C=CC=CC=2)C=CC=C1.[Fe+2]. The yield is 0.770. The reactants are Br[C:2]1[C:10]2[C:5](=[CH:6][CH:7]=[C:8]([C:11]#[N:12])[CH:9]=2)[N:4]([CH:13]2[CH2:18][CH2:17][CH2:16][CH2:15][O:14]2)[N:3]=1.P([O-])([O-])([O-])=O.[K+].[K+].[K+].CO[CH2:29][CH2:30][O:31][CH3:32]. (4) The reactants are [N+:1]([C:4]1[CH:5]=[C:6]2[C:10](=[CH:11][CH:12]=1)[NH:9][CH:8]=[CH:7]2)([O-:3])=[O:2].[Al+3].[Cl-].[Cl-].[Cl-].Br[C:18]([CH3:21])([CH3:20])[CH3:19]. The catalyst is C(Cl)Cl. The product is [C:18]([C:7]1[C:6]2[C:10](=[CH:11][CH:12]=[C:4]([N+:1]([O-:3])=[O:2])[CH:5]=2)[NH:9][CH:8]=1)([CH3:21])([CH3:20])[CH3:19]. The yield is 0.310.